This data is from Full USPTO retrosynthesis dataset with 1.9M reactions from patents (1976-2016). The task is: Predict the reactants needed to synthesize the given product. Given the product [C:16]([C:4]1[CH:5]=[C:6]2[C:10](=[C:2]([C:24]3[CH:23]=[CH:22][C:21]([O:20][C:19]([F:18])([F:30])[F:31])=[CH:26][CH:25]=3)[CH:3]=1)[N:9]([CH3:11])[C:8]([C:12]([NH2:14])=[O:13])=[C:7]2[CH3:15])#[N:17], predict the reactants needed to synthesize it. The reactants are: Br[C:2]1[CH:3]=[C:4]([C:16]#[N:17])[CH:5]=[C:6]2[C:10]=1[N:9]([CH3:11])[C:8]([C:12]([NH2:14])=[O:13])=[C:7]2[CH3:15].[F:18][C:19]([F:31])([F:30])[O:20][C:21]1[CH:26]=[CH:25][C:24](B(O)O)=[CH:23][CH:22]=1.